From a dataset of Retrosynthesis with 50K atom-mapped reactions and 10 reaction types from USPTO. Predict the reactants needed to synthesize the given product. (1) Given the product COC(C)(C)C#Cc1ccc2c(c1)C1(COC(N)=N1)c1cc(-c3cccnc3)cnc1O2, predict the reactants needed to synthesize it. The reactants are: COC(C)(C)C#Cc1ccc2c(c1)C1(COC(N)=N1)c1cc(Br)cnc1O2.OB(O)c1cccnc1. (2) Given the product Cc1cnc(N2CCN(C(=O)c3ccc(N4CCCCC4=O)nc3)CC2)c(C)c1, predict the reactants needed to synthesize it. The reactants are: Cc1cnc(N2CCN(C(=O)c3ccc(Br)nc3)CC2)c(C)c1.O=C1CCCCN1. (3) The reactants are: Cc1c[nH]cn1.N#Cc1cc(F)cc(C(F)(F)F)c1. Given the product Cc1cn(-c2cc(C#N)cc(C(F)(F)F)c2)cn1, predict the reactants needed to synthesize it. (4) Given the product COc1ccc2c(c1)C(=O)C(=Cc1c[nH]c3ccccc13)CO2, predict the reactants needed to synthesize it. The reactants are: COc1ccc2c(c1)C(=O)CCO2.O=Cc1c[nH]c2ccccc12.